From a dataset of Reaction yield outcomes from USPTO patents with 853,638 reactions. Predict the reaction yield, written as a fraction of the theoretical maximum amount of product (1.0 means a 100% yield; for example, 0.34 means a 34% yield). (1) The reactants are [N:1]1([C:7]2[CH:14]=[CH:13][C:10]([CH:11]=O)=[C:9]([O:15][C:16]([F:19])([F:18])[F:17])[CH:8]=2)[CH2:6][CH2:5][O:4][CH2:3][CH2:2]1.[N:20]1([C:26]([O:28][C:29]([CH3:32])([CH3:31])[CH3:30])=[O:27])[CH2:25][CH2:24][NH:23][CH2:22][CH2:21]1.ClCCCl.[Na]. The catalyst is O. The product is [N:1]1([C:7]2[CH:14]=[CH:13][C:10]([CH2:11][N:23]3[CH2:22][CH2:21][N:20]([C:26]([O:28][C:29]([CH3:32])([CH3:31])[CH3:30])=[O:27])[CH2:25][CH2:24]3)=[C:9]([O:15][C:16]([F:19])([F:18])[F:17])[CH:8]=2)[CH2:6][CH2:5][O:4][CH2:3][CH2:2]1. The yield is 0.910. (2) The reactants are [OH:1][C:2]1[C:11]2[C:6](=[CH:7][CH:8]=[CH:9][CH:10]=2)[C:5]([NH:12][C:13](=[O:19])[O:14][C:15]([CH3:18])([CH3:17])[CH3:16])=[CH:4][CH:3]=1.C1CCN2C(=NCCC2)CC1.[Cl:31][C:32]1[N:37]=[C:36](Cl)[CH:35]=[CH:34][N:33]=1. The catalyst is CC#N. The product is [Cl:31][C:32]1[N:37]=[C:36]([O:1][C:2]2[C:11]3[C:6](=[CH:7][CH:8]=[CH:9][CH:10]=3)[C:5]([NH:12][C:13](=[O:19])[O:14][C:15]([CH3:16])([CH3:18])[CH3:17])=[CH:4][CH:3]=2)[CH:35]=[CH:34][N:33]=1. The yield is 0.340.